Predict the reactants needed to synthesize the given product. From a dataset of Full USPTO retrosynthesis dataset with 1.9M reactions from patents (1976-2016). Given the product [F:19][C:20]([F:25])([F:24])[C:21]([OH:23])=[O:22].[CH3:17][S:14]([N:11]1[CH2:10][CH2:9][CH:8]([NH2:7])[CH2:13][CH2:12]1)(=[O:16])=[O:15], predict the reactants needed to synthesize it. The reactants are: C(OC(=O)[NH:7][CH:8]1[CH2:13][CH2:12][N:11]([S:14]([CH3:17])(=[O:16])=[O:15])[CH2:10][CH2:9]1)(C)(C)C.[F:19][C:20]([F:25])([F:24])[C:21]([OH:23])=[O:22].